Dataset: Tyrosyl-DNA phosphodiesterase HTS with 341,365 compounds. Task: Binary Classification. Given a drug SMILES string, predict its activity (active/inactive) in a high-throughput screening assay against a specified biological target. The result is 0 (inactive). The molecule is n1c(c2c(nc1/N=C(/N)N)cccc2)c1ccccc1.